From a dataset of Forward reaction prediction with 1.9M reactions from USPTO patents (1976-2016). Predict the product of the given reaction. (1) Given the reactants [CH3:1][O:2][C:3]1[CH:4]=[C:5]2[C:10](=[CH:11][C:12]=1[O:13][CH3:14])[N:9]=[CH:8][CH:7]=[C:6]2[O:15][C:16]1[CH:22]=[CH:21][C:19]([NH2:20])=[C:18]([CH3:23])[C:17]=1[CH3:24].ClC(Cl)(O[C:29](=[O:35])[O:30][C:31](Cl)(Cl)Cl)Cl.[CH3:37][O:38][C:39]1[CH:40]=[C:41](CO)[CH:42]=[CH:43][CH:44]=1.C(=O)(O)[O-].[Na+], predict the reaction product. The product is: [CH3:1][O:2][C:3]1[CH:4]=[C:5]2[C:10](=[CH:11][C:12]=1[O:13][CH3:14])[N:9]=[CH:8][CH:7]=[C:6]2[O:15][C:16]1[CH:22]=[CH:21][C:19]([NH:20][C:29](=[O:35])[O:30][CH2:31][C:43]2[CH:42]=[CH:41][CH:40]=[C:39]([O:38][CH3:37])[CH:44]=2)=[C:18]([CH3:23])[C:17]=1[CH3:24]. (2) Given the reactants [C:1]([C:3]1[CH:4]=[CH:5][C:6]2[O:10][C:9]([C:11]3[CH:16]=[CH:15][C:14]([C:17]4([NH:21][C:22](=[O:28])[O:23][C:24]([CH3:27])([CH3:26])[CH3:25])[CH2:20][CH2:19][CH2:18]4)=[CH:13][CH:12]=3)=[C:8]([C:29]3[CH:34]=[CH:33][CH:32]=[CH:31][CH:30]=3)[C:7]=2[CH:35]=1)#[N:2].C(=O)([O-])[O-:37].[K+].[K+].OO.O, predict the reaction product. The product is: [C:1]([C:3]1[CH:4]=[CH:5][C:6]2[O:10][C:9]([C:11]3[CH:16]=[CH:15][C:14]([C:17]4([NH:21][C:22](=[O:28])[O:23][C:24]([CH3:27])([CH3:26])[CH3:25])[CH2:20][CH2:19][CH2:18]4)=[CH:13][CH:12]=3)=[C:8]([C:29]3[CH:34]=[CH:33][CH:32]=[CH:31][CH:30]=3)[C:7]=2[CH:35]=1)(=[O:37])[NH2:2]. (3) Given the reactants [CH2:1](Br)[C:2]1[CH:7]=[CH:6][CH:5]=[CH:4][CH:3]=1.[F:9][C:10]1[CH:15]=[CH:14][C:13]([C:16]2[CH:21]=[CH:20][N:19]=[CH:18][CH:17]=2)=[CH:12][CH:11]=1.[BH4-].[Na+], predict the reaction product. The product is: [F:9][C:10]1[CH:11]=[CH:12][C:13]([C:16]2[CH2:21][CH2:20][N:19]([CH2:1][C:2]3[CH:7]=[CH:6][CH:5]=[CH:4][CH:3]=3)[CH2:18][CH:17]=2)=[CH:14][CH:15]=1. (4) Given the reactants [CH2:1]([S:3][C:4]1[N:12]=[C:11]2[C:7]([N:8]=[CH:9][N:10]2[C@@H:13]2[O:25][C@H:24]([CH2:26][O:27]C(=O)C)[C@@H:19]([O:20]C(=O)C)[C@H:14]2[O:15]C(=O)C)=[C:6](Cl)[N:5]=1)[CH3:2].[CH:32]1([NH2:38])[CH2:37][CH2:36][CH2:35][CH2:34][CH2:33]1, predict the reaction product. The product is: [CH2:1]([S:3][C:4]1[N:12]=[C:11]2[C:7]([N:8]=[CH:9][N:10]2[C@@H:13]2[O:25][C@H:24]([CH2:26][OH:27])[C@@H:19]([OH:20])[C@H:14]2[OH:15])=[C:6]([NH:38][CH:32]2[CH2:37][CH2:36][CH2:35][CH2:34][CH2:33]2)[N:5]=1)[CH3:2]. (5) Given the reactants C(OCCCCCCCCNC1C2C(=CC=CC=2)C=CN=1)CCCCC.[CH2:27]([O:33][CH2:34][CH2:35][CH2:36][CH2:37][CH2:38][CH2:39][CH2:40][CH2:41][NH2:42])[CH2:28][CH2:29][CH2:30][CH2:31][CH3:32].Cl[C:44]1[CH:53]=[N:52][C:51]2[C:46](=[CH:47][CH:48]=[CH:49][CH:50]=2)[N:45]=1, predict the reaction product. The product is: [CH2:27]([O:33][CH2:34][CH2:35][CH2:36][CH2:37][CH2:38][CH2:39][CH2:40][CH2:41][NH:42][C:44]1[CH:53]=[N:52][C:51]2[C:46](=[CH:47][CH:48]=[CH:49][CH:50]=2)[N:45]=1)[CH2:28][CH2:29][CH2:30][CH2:31][CH3:32]. (6) Given the reactants Br[C:2]1[CH:3]=[C:4]([NH:9][S:10]([CH3:13])(=[O:12])=[O:11])[CH:5]=[C:6]([OH:8])[CH:7]=1.[B:14]1([B:14]2[O:18][C:17]([CH3:20])([CH3:19])[C:16]([CH3:22])([CH3:21])[O:15]2)[O:18][C:17]([CH3:20])([CH3:19])[C:16]([CH3:22])([CH3:21])[O:15]1.C([O-])(=O)C.[K+], predict the reaction product. The product is: [OH:8][C:6]1[CH:5]=[C:4]([NH:9][S:10]([CH3:13])(=[O:12])=[O:11])[CH:3]=[C:2]([B:14]2[O:18][C:17]([CH3:20])([CH3:19])[C:16]([CH3:22])([CH3:21])[O:15]2)[CH:7]=1.